Dataset: Reaction yield outcomes from USPTO patents with 853,638 reactions. Task: Predict the reaction yield, written as a fraction of the theoretical maximum amount of product (1.0 means a 100% yield; for example, 0.34 means a 34% yield). (1) The reactants are [F:1][C:2]([F:21])([F:20])[C:3]1[C:11]([C:12]#[N:13])=[CH:10][CH:9]=[C:8]2[C:4]=1[CH:5]=[C:6]([CH2:14][CH2:15][C:16]([F:19])([F:18])[F:17])[NH:7]2.C([O-])([O-])=O.[Cs+].[Cs+].[Br:28][C:29]1[CH:30]=[N:31][CH:32]=[C:33]([C:35]2[O:39][N:38]=[C:37]([CH2:40]Cl)[N:36]=2)[CH:34]=1. The catalyst is C(#N)C. The product is [Br:28][C:29]1[CH:34]=[C:33]([C:35]2[O:39][N:38]=[C:37]([CH2:40][N:7]3[C:8]4[C:4](=[C:3]([C:2]([F:1])([F:20])[F:21])[C:11]([C:12]#[N:13])=[CH:10][CH:9]=4)[CH:5]=[C:6]3[CH2:14][CH2:15][C:16]([F:19])([F:18])[F:17])[N:36]=2)[CH:32]=[N:31][CH:30]=1. The yield is 0.230. (2) The product is [OH:1][CH2:2][CH:3]=[C:4]1[CH2:9][CH2:8][CH:7]([N:10]2[C:15](=[O:16])[C:14]([CH2:17][C:18]3[CH:23]=[CH:22][C:21]([C:24]4[CH:29]=[CH:28][CH:27]=[CH:26][C:25]=4[C:30]4[NH:53][C:64](=[O:67])[O:65][N:31]=4)=[CH:20][CH:19]=3)=[C:13]([CH2:32][CH2:33][CH3:34])[N:12]3[N:35]=[CH:36][N:37]=[C:11]23)[CH2:6][CH2:5]1. The reactants are [OH:1][CH2:2][CH:3]=[C:4]1[CH2:9][CH2:8][CH:7]([N:10]2[C:15](=[O:16])[C:14]([CH2:17][C:18]3[CH:23]=[CH:22][C:21]([C:24]4[C:25]([C:30]#[N:31])=[CH:26][CH:27]=[CH:28][CH:29]=4)=[CH:20][CH:19]=3)=[C:13]([CH2:32][CH2:33][CH3:34])[N:12]3[N:35]=[CH:36][N:37]=[C:11]23)[CH2:6][CH2:5]1.FC(F)(F)S(O[Si](C(C)(C)C)(C)C)(=O)=O.[N:53]1C(C)=CC=CC=1C.[Cl-].O[NH3+].[C:64](=[O:67])([O-])[OH:65].[Na+]. The yield is 0.140. The catalyst is C(OCC)(=O)C.CS(C)=O.O1CCCC1. (3) The reactants are [C:1]([C:4]1[CH:14]=[C:13]([O:15][CH3:16])[CH:12]=[CH:11][C:5]=1[O:6][CH2:7]C(O)=O)(=O)[CH3:2].C(OC(=O)C)(=O)C.C(O)(=O)C. The catalyst is O. The product is [CH3:16][O:15][C:13]1[CH:12]=[CH:11][C:5]2[O:6][CH:7]=[C:1]([CH3:2])[C:4]=2[CH:14]=1. The yield is 0.810. (4) The reactants are [CH:1]([C:4]1[N:5]=[C:6](/[CH:9]=[CH:10]/[C:11]2[CH:16]=[CH:15][N:14]=[C:13]([NH2:17])[CH:12]=2)[S:7][CH:8]=1)([CH3:3])[CH3:2].[C:18](OC1C=CC(Cl)=C(Cl)C=1Cl)(=O)[CH2:19][C:20]([O-])=O.P(Cl)(Cl)(Cl)=[O:35].[C:39](=[O:42])([O-])O.[Na+].[C:44]([O:48][C:49]([CH:51]=P(C1C=CC=CC=1)(C1C=CC=CC=1)C1C=CC=CC=1)=[O:50])([CH3:47])([CH3:46])[CH3:45].[C:71]1([CH3:81])[CH:76]=[CH:75][C:74]([S:77](Cl)(=[O:79])=[O:78])=[CH:73][CH:72]=1. The catalyst is C1(C)C(C)=CC=CC=1.ClCCl.CN(C)C=O.CN(C)C1C=CN=CC=1.O.CCCCCC. The product is [CH:1]([C:4]1[N:5]=[C:6](/[CH:9]=[CH:10]/[C:11]2[CH:16]=[CH:15][N:14]3[C:39](=[O:42])[C:19](/[CH:20]=[CH:51]/[C:49]([O:48][C:44]([CH3:45])([CH3:46])[CH3:47])=[O:50])=[C:18]([O:78][S:77]([C:74]4[CH:75]=[CH:76][C:71]([CH3:81])=[CH:72][CH:73]=4)(=[O:35])=[O:79])[N:17]=[C:13]3[CH:12]=2)[S:7][CH:8]=1)([CH3:3])[CH3:2]. The yield is 0.0370. (5) The yield is 0.720. The reactants are [BH4-].[Na+].[Br:3][C:4]1[CH:17]=[CH:16][C:7]([O:8][CH:9]2[CH2:14][CH2:13][C:12](=[O:15])[CH2:11][CH2:10]2)=[CH:6][CH:5]=1. The product is [Br:3][C:4]1[CH:5]=[CH:6][C:7]([O:8][CH:9]2[CH2:10][CH2:11][CH:12]([OH:15])[CH2:13][CH2:14]2)=[CH:16][CH:17]=1. The catalyst is C(O)C. (6) The reactants are [CH:1]1([CH2:6][O:7][C:8]2[C:9]([N+:21]([O-])=O)=[N:10][CH:11]=[C:12]([O:14][C:15]3[CH:20]=[CH:19][CH:18]=[CH:17][CH:16]=3)[CH:13]=2)[CH2:5][CH2:4][CH2:3][CH2:2]1.O. The catalyst is C(O)(=O)C.[Zn]. The product is [CH:1]1([CH2:6][O:7][C:8]2[C:9]([NH2:21])=[N:10][CH:11]=[C:12]([O:14][C:15]3[CH:20]=[CH:19][CH:18]=[CH:17][CH:16]=3)[CH:13]=2)[CH2:2][CH2:3][CH2:4][CH2:5]1. The yield is 0.800. (7) The reactants are [Si:1]([O:8][C@H:9]1[CH2:14][CH2:13][C@@:12]([C@H:16]2[CH2:33][CH2:32][C@@:31]3([CH3:34])[C@@H:18]([CH2:19][C@H:20]4[C@@H:30]3[C@H:29]([CH3:35])[C@@:22]3([CH2:27][CH2:26][C@@H:25]([CH3:28])[CH2:24][O:23]3)[O:21]4)[C@@H:17]2[CH:36]=[O:37])([CH3:15])[C@@H:11]([CH:38]=[O:39])[CH2:10]1)([C:4]([CH3:7])([CH3:6])[CH3:5])([CH3:3])[CH3:2].[BH4-].[Na+]. The catalyst is CO.C1COCC1. The product is [Si:1]([O:8][C@@H:9]1[CH2:10][C@H:11]([CH2:38][OH:39])[C@:12]([C@H:16]2[CH2:33][CH2:32][C@@:31]3([CH3:34])[C@@H:18]([CH2:19][C@H:20]4[C@@H:30]3[C@H:29]([CH3:35])[C@@:22]3([CH2:27][CH2:26][C@@H:25]([CH3:28])[CH2:24][O:23]3)[O:21]4)[C@@H:17]2[CH2:36][OH:37])([CH3:15])[CH2:13][CH2:14]1)([C:4]([CH3:5])([CH3:6])[CH3:7])([CH3:2])[CH3:3]. The yield is 0.680.